This data is from Catalyst prediction with 721,799 reactions and 888 catalyst types from USPTO. The task is: Predict which catalyst facilitates the given reaction. (1) Reactant: [Cl-].[Li+].[CH3:3][O:4][C:5]([CH2:7]P(OC)(OC)=O)=[O:6].C1CCN2C(=NCCC2)CC1.[O:25]1[C:30]2[CH:31]=[CH:32][C:33]([CH:35]=O)=[CH:34][C:29]=2[O:28][CH2:27][CH2:26]1.[K+].[Br-]. Product: [CH3:3][O:4][C:5](=[O:6])[CH:7]=[CH:35][C:33]1[CH:32]=[CH:31][C:30]2[O:25][CH2:26][CH2:27][O:28][C:29]=2[CH:34]=1. The catalyst class is: 23. (2) Reactant: [H-].[H-].[H-].[H-].[Li+].[Al+3].[Li+].[Cl-].[S:9]1[CH:13]=[CH:12][CH:11]=[C:10]1[C:14]1[C:23]2[C:18](=[CH:19][CH:20]=[CH:21][CH:22]=2)[N:17]=[CH:16][C:15]=1[C:24](OCC)=[O:25]. Product: [S:9]1[CH:13]=[CH:12][CH:11]=[C:10]1[C:14]1[C:23]2[C:18](=[CH:19][CH:20]=[CH:21][CH:22]=2)[N:17]=[CH:16][C:15]=1[CH2:24][OH:25]. The catalyst class is: 1.